Task: Predict the product of the given reaction.. Dataset: Forward reaction prediction with 1.9M reactions from USPTO patents (1976-2016) (1) The product is: [CH3:31][S:32]([N:1]1[CH2:2][CH2:3][CH:4]([C:7]2[O:11][N:10]=[C:9]([CH2:12][N:13]([CH2:26][C:27]([F:30])([F:28])[F:29])[C:14]3[CH:21]=[CH:20][C:17]([C:18]#[N:19])=[C:16]([C:22]([F:25])([F:24])[F:23])[CH:15]=3)[N:8]=2)[CH2:5][CH2:6]1)(=[O:34])=[O:33]. Given the reactants [NH:1]1[CH2:6][CH2:5][CH:4]([C:7]2[O:11][N:10]=[C:9]([CH2:12][N:13]([CH2:26][C:27]([F:30])([F:29])[F:28])[C:14]3[CH:21]=[CH:20][C:17]([C:18]#[N:19])=[C:16]([C:22]([F:25])([F:24])[F:23])[CH:15]=3)[N:8]=2)[CH2:3][CH2:2]1.[CH3:31][S:32](Cl)(=[O:34])=[O:33], predict the reaction product. (2) Given the reactants [NH:1]1[C:9]2[C:4](=[CH:5][CH:6]=[CH:7][CH:8]=2)[C:3]([CH:10]=[C:11]([C:14]#[N:15])[C:12]#[N:13])=[CH:2]1.[C:16](#N)CC#N.[NH:21]1[C:29]2[C:24](=[CH:25][CH:26]=CC=2)[C:23](C=O)=[CH:22]1.[CH3:32][CH2:33][OH:34], predict the reaction product. The product is: [NH2:13][C:12]1[O:34][C:33]2[C:26]([CH:10]([C:3]3[C:4]4[C:9](=[CH:8][CH:7]=[CH:6][CH:5]=4)[NH:1][CH:2]=3)[C:11]=1[C:14]#[N:15])=[CH:25][CH:24]=[C:29]1[N:21]([CH3:16])[CH:22]=[CH:23][C:32]=21. (3) Given the reactants [CH3:1][C:2]([CH3:20])([CH2:12][O:13][CH:14]1[CH2:19][CH2:18][CH2:17][CH2:16][O:15]1)[C:3](=[O:11])[CH2:4][C:5](=[O:10])[C:6]([O:8]C)=O.[S:21]1[CH:25]=[CH:24][C:23]([C:26]2[CH:32]=[CH:31][C:29]([NH2:30])=[CH:28][CH:27]=2)=[CH:22]1.[CH3:33][O:34][C:35]1[N:42]=[CH:41][CH:40]=[CH:39][C:36]=1[CH:37]=O.C(O)(=O)C, predict the reaction product. The product is: [CH3:20][C:2]([CH3:1])([CH2:12][O:13][CH:14]1[CH2:19][CH2:18][CH2:17][CH2:16][O:15]1)[C:3]([C:4]1[CH:37]([C:36]2[C:35]([O:34][CH3:33])=[N:42][CH:41]=[CH:40][CH:39]=2)[N:30]([C:29]2[CH:31]=[CH:32][C:26]([C:23]3[CH:24]=[CH:25][S:21][CH:22]=3)=[CH:27][CH:28]=2)[C:6](=[O:8])[C:5]=1[OH:10])=[O:11]. (4) Given the reactants [Cl:1][C:2]1[CH:3]=[C:4]([CH2:9][C:10]([O:12][CH2:13][CH3:14])=[O:11])[CH:5]=[CH:6][C:7]=1[OH:8].[Br:15]Br, predict the reaction product. The product is: [Br:15][C:6]1[CH:5]=[C:4]([CH2:9][C:10]([O:12][CH2:13][CH3:14])=[O:11])[CH:3]=[C:2]([Cl:1])[C:7]=1[OH:8]. (5) Given the reactants [C:1]([C:3]1[CH:4]=[C:5]([C:13]([N:15]([CH2:17][CH:18]([C:22]2[CH:27]=[CH:26][C:25]([F:28])=[CH:24][C:23]=2[CH3:29])[CH2:19][CH2:20][OH:21])[CH3:16])=[O:14])[C:6]2[CH2:7][CH2:8][CH2:9][CH2:10][C:11]=2[CH:12]=1)#[N:2].CC(OI1(OC(C)=O)(OC(C)=O)OC(=O)C2C=CC=CC1=2)=O.S([O-])([O-])(=O)=S.[Na+].[Na+], predict the reaction product. The product is: [C:1]([C:3]1[CH:4]=[C:5]([C:13]([N:15]([CH2:17][CH:18]([C:22]2[CH:27]=[CH:26][C:25]([F:28])=[CH:24][C:23]=2[CH3:29])[CH2:19][CH:20]=[O:21])[CH3:16])=[O:14])[C:6]2[CH2:7][CH2:8][CH2:9][CH2:10][C:11]=2[CH:12]=1)#[N:2].